This data is from Forward reaction prediction with 1.9M reactions from USPTO patents (1976-2016). The task is: Predict the product of the given reaction. (1) The product is: [CH3:11][C:3]1([C:7]([O:9][CH3:10])=[O:8])[CH2:4][CH2:5][CH2:6][C:2]1=[O:1]. Given the reactants [O:1]=[C:2]1[CH2:6][CH2:5][CH2:4][CH:3]1[C:7]([O:9][CH3:10])=[O:8].[C:11]([O-])([O-])=O.[K+].[K+].CI, predict the reaction product. (2) Given the reactants [CH3:1][C:2]1[CH:3]=[C:4]([OH:17])[CH:5]=[CH:6][C:7]=1B1OC(C)(C)C(C)(C)O1.[CH2:18]([O:20][C:21]([C:23]1[C:27]2[CH:28]=[CH:29][C:30](Br)=[CH:31][C:26]=2[O:25][N:24]=1)=[O:22])[CH3:19], predict the reaction product. The product is: [CH2:18]([O:20][C:21]([C:23]1[C:27]2[CH:28]=[CH:29][C:30]([C:7]3[CH:6]=[CH:5][C:4]([OH:17])=[CH:3][C:2]=3[CH3:1])=[CH:31][C:26]=2[O:25][N:24]=1)=[O:22])[CH3:19]. (3) Given the reactants [C:14]1(P([C:14]2[CH:19]=[CH:18][CH:17]=[CH:16][CH:15]=2)[C:14]2[CH:19]=[CH:18][CH:17]=[CH:16][CH:15]=2)[CH:19]=[CH:18][CH:17]=[CH:16][CH:15]=1.[C:20]([O:24][C:25]([NH:27][CH2:28][CH2:29][C:30](O)=[O:31])=[O:26])([CH3:23])([CH3:22])[CH3:21].C1(B(O)O)C=CC=CC=1.O.CC(C)(C)C(OC(=O)C(C)(C)C)=O, predict the reaction product. The product is: [C:20]([O:24][C:25]([NH:27][CH2:28][CH2:29][C:30]([C:14]1[CH:15]=[CH:16][CH:17]=[CH:18][CH:19]=1)=[O:31])=[O:26])([CH3:23])([CH3:22])[CH3:21]. (4) The product is: [CH3:21][C:22]1[CH:30]=[CH:29][CH:28]=[C:27]([CH3:31])[C:23]=1[C:24]([N:13]1[CH2:14][CH:15]2[CH:11]([CH2:10][N:9]([C:4]3[N:5]=[C:6]([CH3:8])[CH:7]=[C:2]([CH3:1])[N:3]=3)[CH2:16]2)[CH2:12]1)=[O:25]. Given the reactants [CH3:1][C:2]1[CH:7]=[C:6]([CH3:8])[N:5]=[C:4]([N:9]2[CH2:16][CH:15]3[CH:11]([CH2:12][NH:13][CH2:14]3)[CH2:10]2)[N:3]=1.CC(O)=O.[CH3:21][C:22]1[CH:30]=[CH:29][CH:28]=[C:27]([CH3:31])[C:23]=1[C:24](O)=[O:25], predict the reaction product.